This data is from Full USPTO retrosynthesis dataset with 1.9M reactions from patents (1976-2016). The task is: Predict the reactants needed to synthesize the given product. Given the product [CH2:1]([O:3][C:4]([C:6]1[CH:7]=[N:8][N:9]2[C:14]([NH:15][C:16]3[CH:21]=[CH:20][C:19]([F:22])=[CH:18][C:17]=3[CH3:23])=[C:13]([C:24]([N:38]3[CH2:39][CH2:40][C:35]4([C:32]5[CH:33]=[CH:34][C:29]([F:28])=[CH:30][C:31]=5[O:42][CH2:41]4)[CH2:36][CH2:37]3)=[O:26])[CH:12]=[N:11][C:10]=12)=[O:5])[CH3:2], predict the reactants needed to synthesize it. The reactants are: [CH2:1]([O:3][C:4]([C:6]1[CH:7]=[N:8][N:9]2[C:14]([NH:15][C:16]3[CH:21]=[CH:20][C:19]([F:22])=[CH:18][C:17]=3[CH3:23])=[C:13]([C:24]([OH:26])=O)[CH:12]=[N:11][C:10]=12)=[O:5])[CH3:2].Cl.[F:28][C:29]1[CH:34]=[CH:33][C:32]2[C:35]3([CH2:41][O:42][C:31]=2[CH:30]=1)[CH2:40][CH2:39][NH:38][CH2:37][CH2:36]3.